This data is from Forward reaction prediction with 1.9M reactions from USPTO patents (1976-2016). The task is: Predict the product of the given reaction. (1) Given the reactants C([O:8][C:9]1[CH:14]=[CH:13][C:12]([CH2:15][CH2:16][Br:17])=[C:11]([N+:18]([O-])=O)[CH:10]=1)C1C=CC=CC=1.C(OC1C=CC(CCO)=C([N+]([O-])=O)C=1)C1C=CC=CC=1.C1(P(C2C=CC=CC=2)C2C=CC=CC=2)C=CC=CC=1.C(Br)(Br)(Br)Br.C([O:72][C:73]1[CH:78]=[CH:77][C:76]([CH2:79][CH2:80][Cl:81])=[C:75]([N+:82]([O-])=O)[CH:74]=1)C1C=CC=CC=1, predict the reaction product. The product is: [NH2:82][C:75]1[CH:74]=[C:73]([OH:72])[CH:78]=[CH:77][C:76]=1[CH2:79][CH2:80][Cl:81].[NH2:18][C:11]1[CH:10]=[C:9]([OH:8])[CH:14]=[CH:13][C:12]=1[CH2:15][CH2:16][Br:17]. (2) Given the reactants [CH2:1]([N:3]1[CH2:7][CH2:6][CH2:5][C@H:4]1[CH2:8][CH2:9][NH2:10])[CH3:2].C(N1CCC[C@H]1CC#N)(=O)C, predict the reaction product. The product is: [CH2:1]([N:3]1[CH2:7][CH2:6][CH2:5][C@@H:4]1[CH2:8][CH2:9][NH2:10])[CH3:2]. (3) Given the reactants I[C:2]1[CH:7]=[CH:6][C:5]([C:8]2[N:9]([C:19]3[CH:20]=[N:21][C:22]([CH3:25])=[CH:23][CH:24]=3)[CH:10]=[C:11]([C:13]3[CH:18]=[CH:17][CH:16]=[CH:15][N:14]=3)[N:12]=2)=[CH:4][CH:3]=1.[CH3:26][C:27]1[CH:28]=[C:29]2[CH:35]=[CH:34][NH:33][C:30]2=[N:31][CH:32]=1.[O-]P([O-])([O-])=O.[K+].[K+].[K+].CN[C@@H]1CCCC[C@H]1NC, predict the reaction product. The product is: [CH3:26][C:27]1[CH:28]=[C:29]2[CH:35]=[CH:34][N:33]([C:2]3[CH:7]=[CH:6][C:5]([C:8]4[N:9]([C:19]5[CH:20]=[N:21][C:22]([CH3:25])=[CH:23][CH:24]=5)[CH:10]=[C:11]([C:13]5[CH:18]=[CH:17][CH:16]=[CH:15][N:14]=5)[N:12]=4)=[CH:4][CH:3]=3)[C:30]2=[N:31][CH:32]=1. (4) Given the reactants CO[C:3]1[CH:8]=[CH:7][C:6]([C@@H:9]([N:11]([CH2:22][C:23]2[N:24]=[C:25]3[CH:30]=[CH:29][CH:28]=[C:27]([N:31]4[CH2:36][CH2:35][N:34]([CH3:37])[CH2:33][CH2:32]4)[N:26]3[CH:38]=2)[C@@H:12]2[C:21]3[N:20]=[CH:19][CH:18]=[CH:17][C:16]=3[CH2:15][CH2:14][CH2:13]2)C)=[CH:5][CH:4]=1.[Br:39]C1C=CC(C=O)=CC=1, predict the reaction product. The product is: [Br:39][C:3]1[CH:8]=[CH:7][C:6]([CH2:9][N:11]([CH2:22][C:23]2[N:24]=[C:25]3[CH:30]=[CH:29][CH:28]=[C:27]([N:31]4[CH2:36][CH2:35][N:34]([CH3:37])[CH2:33][CH2:32]4)[N:26]3[CH:38]=2)[C@@H:12]2[C:21]3[N:20]=[CH:19][CH:18]=[CH:17][C:16]=3[CH2:15][CH2:14][CH2:13]2)=[CH:5][CH:4]=1. (5) Given the reactants F[C:2]1[C:9]([O:10][CH3:11])=[CH:8][C:5]([C:6]#[N:7])=[CH:4][C:3]=1[C:12](=O)[C:13]1[CH:18]=[CH:17][CH:16]=[C:15]([F:19])[CH:14]=1.O.[NH2:22][NH2:23], predict the reaction product. The product is: [F:19][C:15]1[CH:14]=[C:13]([C:12]2[C:3]3[C:2](=[C:9]([O:10][CH3:11])[CH:8]=[C:5]([C:6]#[N:7])[CH:4]=3)[NH:23][N:22]=2)[CH:18]=[CH:17][CH:16]=1.